This data is from Reaction yield outcomes from USPTO patents with 853,638 reactions. The task is: Predict the reaction yield, written as a fraction of the theoretical maximum amount of product (1.0 means a 100% yield; for example, 0.34 means a 34% yield). (1) The reactants are [CH2:1]([O:8][N:9]1[C:15](=[O:16])[N:14]2[CH2:17][C@H:10]1[CH2:11][CH2:12][C@H:13]2[C:18]([O:20]N1C(=O)[C@H]2[C@H]([C@@H]3C[C@H]2C=C3)C1=O)=O)[C:2]1[CH:7]=[CH:6][CH:5]=[CH:4][CH:3]=1.[NH2:33][O:34][CH2:35][CH:36]1[CH2:39][N:38]([C:40]([O:42][C:43]([CH3:46])([CH3:45])[CH3:44])=[O:41])[CH2:37]1. The catalyst is ClCCl.C(OCC)(=O)C. The product is [CH2:1]([O:8][N:9]1[C:15](=[O:16])[N:14]2[CH2:17][C@H:10]1[CH2:11][CH2:12][C@H:13]2[C:18]([NH:33][O:34][CH2:35][CH:36]1[CH2:39][N:38]([C:40]([O:42][C:43]([CH3:46])([CH3:45])[CH3:44])=[O:41])[CH2:37]1)=[O:20])[C:2]1[CH:3]=[CH:4][CH:5]=[CH:6][CH:7]=1. The yield is 0.900. (2) The catalyst is ClCCl. The product is [C:19]([NH:1][C:2]1[CH:7]=[CH:6][C:5]([C@@H:8]2[CH2:10][C@H:9]2[NH:11][C:12](=[O:18])[O:13][C:14]([CH3:15])([CH3:17])[CH3:16])=[CH:4][CH:3]=1)(=[O:21])[CH3:20]. The yield is 0.770. The reactants are [NH2:1][C:2]1[CH:7]=[CH:6][C:5]([C@@H:8]2[CH2:10][C@H:9]2[NH:11][C:12](=[O:18])[O:13][C:14]([CH3:17])([CH3:16])[CH3:15])=[CH:4][CH:3]=1.[C:19](Cl)(=[O:21])[CH3:20].